Dataset: Catalyst prediction with 721,799 reactions and 888 catalyst types from USPTO. Task: Predict which catalyst facilitates the given reaction. (1) Reactant: BrC1C=CC2N(C(C=O)=CN=2)C=1C.[CH3:14][C:15]1[N:20]2[C:21]([CH:24]=[O:25])=[CH:22][N:23]=[C:19]2[CH:18]=[CH:17][C:16]=1[C:26]1[CH:27]=[N:28][CH:29]=[CH:30][CH:31]=1.N1C=CC=C(B(O)O)C=1.C([O-])([O-])=O.[Na+].[Na+]. Product: [CH3:14][C:15]1[N:20]2[C:21]([CH:24]=[O:25])=[CH:22][N:23]=[C:19]2[CH:18]=[CH:17][C:16]=1[C:26]1[CH:27]=[N:28][CH:29]=[CH:30][CH:31]=1. The catalyst class is: 39. (2) Reactant: [BH4-].[Na+].CO.[CH3:5][O:6][C:7](=[O:32])[CH2:8][CH2:9][CH2:10][CH2:11][CH2:12][CH2:13][N:14]1[C@@H:19](/[CH:20]=[CH:21]/[C:22](=[O:30])[CH2:23][C:24]2[CH:29]=[CH:28][CH:27]=[CH:26][CH:25]=2)[CH2:18][CH2:17][CH2:16][C:15]1=[O:31]. Product: [CH3:5][O:6][C:7](=[O:32])[CH2:8][CH2:9][CH2:10][CH2:11][CH2:12][CH2:13][N:14]1[C:15](=[O:31])[CH2:16][CH2:17][CH2:18][C@@H:19]1/[CH:20]=[CH:21]/[CH:22]([OH:30])[CH2:23][C:24]1[CH:29]=[CH:28][CH:27]=[CH:26][CH:25]=1. The catalyst class is: 2. (3) Reactant: [Cl:1][C:2]1[CH:7]=[C:6]([NH2:8])[C:5]([F:9])=[CH:4][N:3]=1.[H-].[Na+].[Cl:12][C:13]1[CH:21]=[C:20]([Cl:22])[CH:19]=[C:18]([Cl:23])[C:14]=1[C:15](Cl)=[O:16].O. Product: [Cl:12][C:13]1[CH:21]=[C:20]([Cl:22])[CH:19]=[C:18]([Cl:23])[C:14]=1[C:15]([NH:8][C:6]1[C:5]([F:9])=[CH:4][N:3]=[C:2]([Cl:1])[CH:7]=1)=[O:16]. The catalyst class is: 9.